From a dataset of Peptide-MHC class I binding affinity with 185,985 pairs from IEDB/IMGT. Regression. Given a peptide amino acid sequence and an MHC pseudo amino acid sequence, predict their binding affinity value. This is MHC class I binding data. The peptide sequence is YPSLMSRVV. The MHC is HLA-A02:11 with pseudo-sequence HLA-A02:11. The binding affinity (normalized) is 0.0847.